From a dataset of Forward reaction prediction with 1.9M reactions from USPTO patents (1976-2016). Predict the product of the given reaction. (1) Given the reactants [CH3:1][C@H:2]1[CH2:7][O:6][CH2:5][CH2:4][N:3]1[C:8]1[N:9]=[C:10]([N:29]2[CH2:34][CH2:33][O:32][CH2:31][C@@H:30]2[CH3:35])[C:11]2[CH:17]=[CH:16][C:15]([C:18]3[CH:26]=[CH:25][C:21]([C:22](O)=[O:23])=[C:20]([O:27][CH3:28])[CH:19]=3)=[N:14][C:12]=2[N:13]=1.[CH3:36][N:37](C(ON1N=NC2C=CC=CC1=2)=[N+](C)C)C.F[P-](F)(F)(F)(F)F.CN.C(N(CC)CC)C, predict the reaction product. The product is: [CH3:1][C@H:2]1[CH2:7][O:6][CH2:5][CH2:4][N:3]1[C:8]1[N:9]=[C:10]([N:29]2[CH2:34][CH2:33][O:32][CH2:31][C@@H:30]2[CH3:35])[C:11]2[CH:17]=[CH:16][C:15]([C:18]3[CH:26]=[CH:25][C:21]([C:22]([NH:37][CH3:36])=[O:23])=[C:20]([O:27][CH3:28])[CH:19]=3)=[N:14][C:12]=2[N:13]=1. (2) Given the reactants [Cl:1][C:2]1[CH:3]=[C:4]([N+:9]([O-:11])=[O:10])[CH:5]=[CH:6][C:7]=1F.[SH:12][C:13]1[N:18]=[CH:17][CH:16]=[CH:15][N:14]=1, predict the reaction product. The product is: [Cl:1][C:2]1[CH:3]=[C:4]([N+:9]([O-:11])=[O:10])[CH:5]=[CH:6][C:7]=1[S:12][C:13]1[N:18]=[CH:17][CH:16]=[CH:15][N:14]=1. (3) Given the reactants [Cl:1][C:2]1[CH:26]=[C:25]([Cl:27])[C:24]([O:28][CH3:29])=[CH:23][C:3]=1[NH:4][C:5]1[C:14]2[C:9](=[CH:10][C:11]([OH:22])=[CH:12][C:13]=2[O:15][CH:16]2[CH2:21][CH2:20][O:19][CH2:18][CH2:17]2)[N:8]=[CH:7][N:6]=1.[C:30]([O:34][C:35]([N:37]1[CH2:42][CH2:41][CH:40]([CH2:43]O)[CH2:39][CH2:38]1)=[O:36])([CH3:33])([CH3:32])[CH3:31], predict the reaction product. The product is: [Cl:1][C:2]1[CH:26]=[C:25]([Cl:27])[C:24]([O:28][CH3:29])=[CH:23][C:3]=1[NH:4][C:5]1[C:14]2[C:9](=[CH:10][C:11]([O:22][CH2:43][CH:40]3[CH2:41][CH2:42][N:37]([C:35]([O:34][C:30]([CH3:31])([CH3:33])[CH3:32])=[O:36])[CH2:38][CH2:39]3)=[CH:12][C:13]=2[O:15][CH:16]2[CH2:21][CH2:20][O:19][CH2:18][CH2:17]2)[N:8]=[CH:7][N:6]=1. (4) Given the reactants [CH3:1][C:2]1[NH:3][CH:4]=[C:5]([C:7]#[C:8][C:9]2[CH:10]=[C:11]([CH:14]=[CH:15][CH:16]=2)[C:12]#[N:13])[N:6]=1.F[C:18]1[CH:23]=[C:22]([CH3:24])[CH:21]=[CH:20][N:19]=1, predict the reaction product. The product is: [CH3:1][C:2]1[N:3]([C:18]2[CH:23]=[C:22]([CH3:24])[CH:21]=[CH:20][N:19]=2)[CH:4]=[C:5]([C:7]#[C:8][C:9]2[CH:10]=[C:11]([CH:14]=[CH:15][CH:16]=2)[C:12]#[N:13])[N:6]=1. (5) Given the reactants Br[C:2]1[CH:3]=[CH:4][CH:5]=[C:6]2[C:10]=1[NH:9][CH:8]=[CH:7]2.[CH2:11]([Sn](CCCC)(CCCC)C=C)[CH2:12]CC.[Cl-].[Li+].O, predict the reaction product. The product is: [CH:11]([C:2]1[CH:3]=[CH:4][CH:5]=[C:6]2[C:10]=1[NH:9][CH:8]=[CH:7]2)=[CH2:12]. (6) Given the reactants [CH:1]([C:3]1[CH:10]=[CH:9][C:6]([C:7]#[N:8])=[CH:5][CH:4]=1)=O.[CH3:11][O:12][C:13]1[CH:18]=[C:17]([NH2:19])[CH:16]=[CH:15][N:14]=1.S([O-])([O-])(=O)=O.[Mg+2], predict the reaction product. The product is: [CH3:11][O:12][C:13]1[CH:18]=[C:17]([N:19]=[CH:1][C:3]2[CH:10]=[CH:9][C:6]([C:7]#[N:8])=[CH:5][CH:4]=2)[CH:16]=[CH:15][N:14]=1. (7) Given the reactants Br[C:2]1[S:6][C:5]([C:7]([NH:9][C:10]2[C:15]([F:16])=[CH:14][CH:13]=[CH:12][C:11]=2[F:17])=[O:8])=[CH:4][CH:3]=1.[Cl:18][C:19]1[C:20](B2OC(C)(C)C(C)(C)O2)=[CH:21][C:22]2[O:26][C:25]([CH3:27])=[N:24][C:23]=2[CH:28]=1.C(=O)([O-])[O-].[Na+].[Na+].CC(=O)OCC.[Cl-].[Na+].O, predict the reaction product. The product is: [Cl:18][C:19]1[C:20]([C:2]2[S:6][C:5]([C:7]([NH:9][C:10]3[C:15]([F:16])=[CH:14][CH:13]=[CH:12][C:11]=3[F:17])=[O:8])=[CH:4][CH:3]=2)=[CH:21][C:22]2[O:26][C:25]([CH3:27])=[N:24][C:23]=2[CH:28]=1.